From a dataset of Reaction yield outcomes from USPTO patents with 853,638 reactions. Predict the reaction yield, written as a fraction of the theoretical maximum amount of product (1.0 means a 100% yield; for example, 0.34 means a 34% yield). (1) The reactants are Br[C:2]1[N:11]([CH2:12][C@H:13]([O:16][Si:17]([C:20]([CH3:23])([CH3:22])[CH3:21])([CH3:19])[CH3:18])[CH:14]=[CH2:15])[C:5]2[N:6]=[CH:7][N:8]=[C:9]([NH2:10])[C:4]=2[C:3]=1[C:24]1[CH:25]=[N:26][C:27]2[C:32]([CH:33]=1)=[CH:31][CH:30]=[CH:29][CH:28]=2.NC1C2C(C3C=NC4C(C=3)=CC=CC=4)=C3N(C=2N=CN=1)C[C@@H](NC(=O)OC(C)(C)C)CC3. No catalyst specified. The product is [Si:17]([O:16][C@@H:13]1[CH2:14][CH2:15][C:2]2[N:11]([C:5]3[N:6]=[CH:7][N:8]=[C:9]([NH2:10])[C:4]=3[C:3]=2[C:24]2[CH:25]=[N:26][C:27]3[C:32]([CH:33]=2)=[CH:31][CH:30]=[CH:29][CH:28]=3)[CH2:12]1)([C:20]([CH3:23])([CH3:21])[CH3:22])([CH3:18])[CH3:19]. The yield is 0.640. (2) The reactants are [Cl:1][C:2]1[CH:7]=[CH:6][C:5]([NH:8][C:9]([NH:11][C:12]2[CH:17]=[CH:16][C:15]([OH:18])=[C:14]([C:19]3[N:20]([CH3:24])[N:21]=[CH:22][CH:23]=3)[CH:13]=2)=[O:10])=[CH:4][CH:3]=1.[Cl:25]N1C(=O)CCC1=O.[O-]S([O-])(=S)=O.[Na+].[Na+].C([O-])(O)=O.[Na+]. The catalyst is CN(C=O)C.O. The product is [Cl:25][C:23]1[CH:22]=[N:21][N:20]([CH3:24])[C:19]=1[C:14]1[CH:13]=[C:12]([NH:11][C:9]([NH:8][C:5]2[CH:4]=[CH:3][C:2]([Cl:1])=[CH:7][CH:6]=2)=[O:10])[CH:17]=[CH:16][C:15]=1[OH:18]. The yield is 0.580. (3) The reactants are Cl.[NH2:2][CH2:3][C:4]1[CH:13]=[CH:12][C:7]([C:8]([O:10][CH3:11])=[O:9])=[CH:6][CH:5]=1.CCN(CC)CC.[F:21][C:22]1[CH:27]=[CH:26][C:25]([S:28](Cl)(=[O:30])=[O:29])=[CH:24][CH:23]=1.O. The catalyst is ClCCl. The product is [F:21][C:22]1[CH:27]=[CH:26][C:25]([S:28]([NH:2][CH2:3][C:4]2[CH:5]=[CH:6][C:7]([C:8]([O:10][CH3:11])=[O:9])=[CH:12][CH:13]=2)(=[O:30])=[O:29])=[CH:24][CH:23]=1. The yield is 0.850. (4) The reactants are [CH3:1][C:2]1([CH3:53])[CH2:11][CH:10]([O:12][Si](C(C)C)(C(C)C)C(C)C)[C:9]2[C:4](=[CH:5][CH:6]=[C:7]([N:23]3[C:28](=[O:29])[C:27]([CH2:30][C:31]4[CH:36]=[CH:35][C:34]([C:37]5[CH:42]=[CH:41][CH:40]=[CH:39][C:38]=5[C:43]5[NH:47][C:46](=[O:48])[O:45][N:44]=5)=[CH:33][CH:32]=4)=[C:26]([CH2:49][CH2:50][CH3:51])[N:25]=[C:24]3[CH3:52])[CH:8]=2)[O:3]1.[F-].C([N+](CCCC)(CCCC)CCCC)CCC. The catalyst is O1CCCC1.C(OCC)(=O)C. The product is [OH:12][CH:10]1[C:9]2[C:4](=[CH:5][CH:6]=[C:7]([N:23]3[C:28](=[O:29])[C:27]([CH2:30][C:31]4[CH:32]=[CH:33][C:34]([C:37]5[CH:42]=[CH:41][CH:40]=[CH:39][C:38]=5[C:43]5[NH:47][C:46](=[O:48])[O:45][N:44]=5)=[CH:35][CH:36]=4)=[C:26]([CH2:49][CH2:50][CH3:51])[N:25]=[C:24]3[CH3:52])[CH:8]=2)[O:3][C:2]([CH3:1])([CH3:53])[CH2:11]1. The yield is 0.950.